Dataset: Forward reaction prediction with 1.9M reactions from USPTO patents (1976-2016). Task: Predict the product of the given reaction. Given the reactants [O:1]=[S:2]1(=[O:28])[C:8]2[CH:9]=[CH:10][CH:11]=[CH:12][C:7]=2[CH2:6][N:5]([C:13]2[CH:22]=[C:21]([NH:23][CH2:24][CH2:25][NH2:26])[C:20]3[C:15](=[CH:16][CH:17]=[C:18]([CH3:27])[CH:19]=3)[N:14]=2)[CH2:4][CH2:3]1.Br[C:30]1[CH:35]=[CH:34][CH:33]=[CH:32][N:31]=1.C(=O)([O-])[O-].[Cs+].[Cs+].CN1CCCC1=O, predict the reaction product. The product is: [O:28]=[S:2]1(=[O:1])[C:8]2[CH:9]=[CH:10][CH:11]=[CH:12][C:7]=2[CH2:6][N:5]([C:13]2[CH:22]=[C:21]([NH:23][CH2:24][CH2:25][NH:26][C:30]3[CH:35]=[CH:34][CH:33]=[CH:32][N:31]=3)[C:20]3[C:15](=[CH:16][CH:17]=[C:18]([CH3:27])[CH:19]=3)[N:14]=2)[CH2:4][CH2:3]1.